From a dataset of Reaction yield outcomes from USPTO patents with 853,638 reactions. Predict the reaction yield, written as a fraction of the theoretical maximum amount of product (1.0 means a 100% yield; for example, 0.34 means a 34% yield). (1) The reactants are C(OC([N:8]1[CH2:12][CH2:11][CH2:10][CH:9]1[C:13]1[CH:18]=[CH:17][C:16]([C:19]2[CH:20]=[C:21]3[C:25](=[CH:26][C:27]=2[Cl:28])[NH:24][CH:23]=[C:22]3[C:29]([OH:31])=[O:30])=[CH:15][CH:14]=1)=O)(C)(C)C.Cl. The catalyst is C(OCC)(=O)C. The product is [Cl:28][C:27]1[CH:26]=[C:25]2[C:21]([C:22]([C:29]([OH:31])=[O:30])=[CH:23][NH:24]2)=[CH:20][C:19]=1[C:16]1[CH:15]=[CH:14][C:13]([CH:9]2[CH2:10][CH2:11][CH2:12][NH:8]2)=[CH:18][CH:17]=1. The yield is 0.835. (2) The reactants are [CH3:1][O:2][C:3]1[C:4]2[C:5]3[CH:16]=[CH:15][S:14][C:6]=3[NH:7][C:8](=[O:13])[C:9]=2[CH:10]=[CH:11][CH:12]=1.[Cl-:17].[CH3:18][N+:19](=[CH2:21])[CH3:20]. The catalyst is CN(C=O)C.CC#N. The product is [ClH:17].[CH3:18][N:19]([CH2:21][C:15]1[S:14][C:6]2[NH:7][C:8](=[O:13])[C:9]3[CH:10]=[CH:11][CH:12]=[C:3]([O:2][CH3:1])[C:4]=3[C:5]=2[CH:16]=1)[CH3:20]. The yield is 0.830. (3) The reactants are [NH2:1][C:2]1[S:3][C:4]2[C:10]([C:11]3[CH:16]=[CH:15][CH:14]=[CH:13][N:12]=3)=[CH:9][C:8]([O:17][S:18]([C:21]([F:24])([F:23])[F:22])(=[O:20])=[O:19])=[CH:7][C:5]=2[N:6]=1.[CH:25]1N=C[N:27]([C:30](N2C=NC=C2)=[O:31])[CH:26]=1.C(CN)[OH:38]. The catalyst is CN(C=O)C.CCOC(C)=O. The product is [OH:38][CH2:25][CH2:26][NH:27][C:30]([NH:1][C:2]1[S:3][C:4]2[C:10]([C:11]3[CH:16]=[CH:15][CH:14]=[CH:13][N:12]=3)=[CH:9][C:8]([O:17][S:18]([C:21]([F:23])([F:22])[F:24])(=[O:20])=[O:19])=[CH:7][C:5]=2[N:6]=1)=[O:31]. The yield is 0.460. (4) The reactants are CCN(C(C)C)C(C)C.Cl[P:11](N(C(C)C)C(C)C)[O:12][CH2:13][CH2:14][C:15]#[N:16].[CH3:24][O:25][CH2:26][CH2:27][O:28][CH2:29][CH2:30][OH:31].N1C=NN=N1.P(N)([O-])[O-].[CH2:41]([NH:43][C:44]([NH:46][C:47]1[NH:51][C:50]2[C:52]([C@H:67]3[CH2:71][CH2:70][CH2:69][O:68]3)=[C:53]([F:66])[C:54]([C:56]3[CH:57]=[N:58][C:59]([C:62]([OH:65])([CH3:64])[CH3:63])=[N:60][CH:61]=3)=[CH:55][C:49]=2[N:48]=1)=[O:45])[CH3:42].C1C=C(Cl)C=C(C(OO)=[O:80])C=1. The catalyst is C(Cl)Cl.CN(C=O)C.CCOC(C)=O. The product is [P:11]([O:31][CH2:30][CH2:29][O:28][CH2:27][CH2:26][O:25][CH3:24])([O:65][C:62]([C:59]1[N:58]=[CH:57][C:56]([C:54]2[C:53]([F:66])=[C:52]([C@H:67]3[CH2:71][CH2:70][CH2:69][O:68]3)[C:50]3[NH:51][C:47]([NH:46][C:44]([NH:43][CH2:41][CH3:42])=[O:45])=[N:48][C:49]=3[CH:55]=2)=[CH:61][N:60]=1)([CH3:64])[CH3:63])([O:12][CH2:13][CH2:14][C:15]#[N:16])=[O:80]. The yield is 0.780. (5) The reactants are [F:1][C:2]1[CH:7]=[CH:6][C:5]([N+:8]([O-:10])=[O:9])=[C:4](F)[CH:3]=1.[C:12]([NH:19][CH:20]1[CH2:25][CH2:24][NH:23][CH2:22][CH2:21]1)([O:14][C:15]([CH3:18])([CH3:17])[CH3:16])=[O:13]. No catalyst specified. The product is [F:1][C:2]1[CH:7]=[CH:6][C:5]([N+:8]([O-:10])=[O:9])=[C:4]([N:23]2[CH2:22][CH2:21][CH:20]([NH:19][C:12](=[O:13])[O:14][C:15]([CH3:17])([CH3:16])[CH3:18])[CH2:25][CH2:24]2)[CH:3]=1. The yield is 0.930.